This data is from NCI-60 drug combinations with 297,098 pairs across 59 cell lines. The task is: Regression. Given two drug SMILES strings and cell line genomic features, predict the synergy score measuring deviation from expected non-interaction effect. (1) Drug 1: CCCCCOC(=O)NC1=NC(=O)N(C=C1F)C2C(C(C(O2)C)O)O. Drug 2: C(CCl)NC(=O)N(CCCl)N=O. Cell line: DU-145. Synergy scores: CSS=0.761, Synergy_ZIP=4.05, Synergy_Bliss=2.34, Synergy_Loewe=-1.14, Synergy_HSA=-2.48. (2) Drug 1: CC1OCC2C(O1)C(C(C(O2)OC3C4COC(=O)C4C(C5=CC6=C(C=C35)OCO6)C7=CC(=C(C(=C7)OC)O)OC)O)O. Drug 2: C1=C(C(=O)NC(=O)N1)F. Cell line: SN12C. Synergy scores: CSS=45.9, Synergy_ZIP=-4.52, Synergy_Bliss=-1.04, Synergy_Loewe=-6.53, Synergy_HSA=5.36.